From a dataset of Reaction yield outcomes from USPTO patents with 853,638 reactions. Predict the reaction yield, written as a fraction of the theoretical maximum amount of product (1.0 means a 100% yield; for example, 0.34 means a 34% yield). (1) The reactants are [Br:1][C:2]1[C:3]([N:22]2[CH2:27][CH2:26][CH2:25][C@@H:24]([NH:28]C(=O)OC(C)(C)C)[CH2:23]2)=[C:4]2[C:10]([NH:11][C:12](=[O:21])[C:13]3[CH:18]=[C:17]([CH3:19])[CH:16]=[CH:15][C:14]=3[F:20])=[CH:9][NH:8][C:5]2=[N:6][CH:7]=1.C(O)(C(F)(F)F)=O.[ClH:43]. The catalyst is C(Cl)Cl. The product is [ClH:43].[NH2:28][C@@H:24]1[CH2:25][CH2:26][CH2:27][N:22]([C:3]2[C:2]([Br:1])=[CH:7][N:6]=[C:5]3[NH:8][CH:9]=[C:10]([NH:11][C:12](=[O:21])[C:13]4[CH:18]=[C:17]([CH3:19])[CH:16]=[CH:15][C:14]=4[F:20])[C:4]=23)[CH2:23]1. The yield is 0.610. (2) The product is [N+:22]([C:21]1[C:20](=[O:19])[O:1][C:2]2[C:3]([CH:4]=1)=[CH:6][CH:7]=[C:8]([O:10][CH3:11])[CH:9]=2)([O-:24])=[O:23]. The catalyst is C1(C)C=CC=CC=1.C(OCC)(=O)C. The reactants are [OH:1][C:2]1[CH:9]=[C:8]([O:10][CH3:11])[CH:7]=[CH:6][C:3]=1[CH:4]=O.Cl.C(N)CC.C([O:19][C:20](=O)[CH2:21][N+:22]([O-:24])=[O:23])C.O. The yield is 0.330. (3) The yield is 0.920. The product is [CH:1]1([O:7][C:8](=[O:26])[CH:9]([N:16]2[C:21](=[S:36])[C:20]3[CH:23]=[N:24][NH:25][C:19]=3[N:18]=[CH:17]2)[C:10]2[CH:15]=[CH:14][CH:13]=[CH:12][CH:11]=2)[CH2:6][CH2:5][CH2:4][CH2:3][CH2:2]1. The catalyst is C1(C)C(C)=CC=CC=1. The reactants are [CH:1]1([O:7][C:8](=[O:26])[CH:9]([N:16]2[C:21](=O)[C:20]3[CH:23]=[N:24][NH:25][C:19]=3[N:18]=[CH:17]2)[C:10]2[CH:15]=[CH:14][CH:13]=[CH:12][CH:11]=2)[CH2:6][CH2:5][CH2:4][CH2:3][CH2:2]1.COC1C=CC(P2(SP(C3C=CC(OC)=CC=3)(=S)S2)=[S:36])=CC=1. (4) The reactants are C[O:2][C:3]1[CH:4]=[C:5]([CH:13]=[CH:14][C:15]2[CH:20]=[CH:19][CH:18]=[CH:17][CH:16]=2)[CH:6]=[C:7]([O:11]C)[C:8]=1[CH2:9][CH3:10].B(Br)(Br)Br. No catalyst specified. The product is [CH2:9]([C:8]1[C:7]([OH:11])=[CH:6][C:5]([CH:13]=[CH:14][C:15]2[CH:20]=[CH:19][CH:18]=[CH:17][CH:16]=2)=[CH:4][C:3]=1[OH:2])[CH3:10]. The yield is 0.910. (5) The reactants are OS(C(F)(F)F)(=O)=O.[C:9](=[NH:32])([O:11][CH2:12][CH2:13][C:14]1[CH:19]=[CH:18][C:17]([O:20][C:21]2[CH:26]=[CH:25][C:24]([Cl:27])=[C:23]([C:28]([F:31])([F:30])[F:29])[CH:22]=2)=[CH:16][CH:15]=1)[NH2:10].[C:33]([C:35]1[CH:40]=[CH:39][C:38]([CH2:41][CH:42]([CH:48]=O)[C:43](OCC)=[O:44])=[CH:37][CH:36]=1)#[N:34].C([O-])([O-])=O.[K+].[K+]. The catalyst is CC(N(C)C)=O. The product is [Cl:27][C:24]1[CH:25]=[CH:26][C:21]([O:20][C:17]2[CH:16]=[CH:15][C:14]([CH2:13][CH2:12][O:11][C:9]3[NH:10][CH:48]=[C:42]([CH2:41][C:38]4[CH:37]=[CH:36][C:35]([C:33]#[N:34])=[CH:40][CH:39]=4)[C:43](=[O:44])[N:32]=3)=[CH:19][CH:18]=2)=[CH:22][C:23]=1[C:28]([F:31])([F:30])[F:29]. The yield is 0.290. (6) The reactants are [C:1]([C:4]([CH3:35])([O:6][C:7]1[CH:12]=[CH:11][C:10]([CH2:13][CH2:14][CH2:15][C:16]([NH:18][N:19]([CH2:26][C:27]2[CH:32]=[CH:31][C:30]([Cl:33])=[C:29]([Cl:34])[CH:28]=2)[C:20]([NH:22]CCC)=[O:21])=O)=[CH:9][CH:8]=1)[CH3:5])([OH:3])=[O:2].C12(CS(O)(=O)=O)C(C)(C)C(CC1)CC2=O. The catalyst is C1(C)C=CC=CC=1. The product is [Cl:34][C:29]1[CH:28]=[C:27]([CH:32]=[CH:31][C:30]=1[Cl:33])[CH2:26][N:19]1[C:20](=[O:21])[NH:22][C:16]([CH2:15][CH2:14][CH2:13][C:10]2[CH:11]=[CH:12][C:7]([O:6][C:4]([CH3:35])([CH3:5])[C:1]([OH:3])=[O:2])=[CH:8][CH:9]=2)=[N:18]1. The yield is 0.680. (7) The reactants are [C:1]([C:5]1[CH:9]=[C:8]([NH2:10])[N:7]([CH3:11])[N:6]=1)([CH3:4])([CH3:3])[CH3:2].N1C=CC=CC=1.Cl[C:19]([O:21][CH2:22][C:23]([Cl:26])([Cl:25])[Cl:24])=[O:20].O. The catalyst is O1CCCC1. The product is [C:1]([C:5]1[CH:9]=[C:8]([NH:10][C:19](=[O:20])[O:21][CH2:22][C:23]([Cl:26])([Cl:25])[Cl:24])[N:7]([CH3:11])[N:6]=1)([CH3:4])([CH3:2])[CH3:3]. The yield is 0.865. (8) The reactants are [CH3:1][O:2][C:3]1[CH:9]=[C:8]([CH3:10])[C:6]([NH2:7])=[C:5]([CH3:11])[C:4]=1[CH3:12].C(N(CC)CC)C.[C:20](O[C:20]([O:22][C:23]([CH3:26])([CH3:25])[CH3:24])=[O:21])([O:22][C:23]([CH3:26])([CH3:25])[CH3:24])=[O:21]. The catalyst is C1COCC1. The product is [CH3:1][O:2][C:3]1[CH:9]=[C:8]([CH3:10])[C:6]([NH:7][C:20](=[O:21])[O:22][C:23]([CH3:26])([CH3:25])[CH3:24])=[C:5]([CH3:11])[C:4]=1[CH3:12]. The yield is 0.750. (9) The reactants are C[O:2][C:3]([CH2:5][N:6]1[CH2:11][CH2:10][O:9][CH2:8][CH2:7]1)=[O:4].Cl. The catalyst is [OH-].[Na+].C1COCC1. The product is [N:6]1([CH2:5][C:3]([OH:4])=[O:2])[CH2:11][CH2:10][O:9][CH2:8][CH2:7]1. The yield is 0.900. (10) The yield is 0.580. The product is [CH2:1]([N:5]1[C:10](=[O:11])[C:9]2[CH:12]=[C:13]([CH2:15][CH3:16])[S:14][C:8]=2[N:7]([CH2:19][C:20]2[CH:25]=[CH:24][C:23]([C:26]3[CH:31]=[CH:30][CH:29]=[CH:28][C:27]=3[C:32]3[NH:36][C:35](=[O:44])[O:34][N:33]=3)=[CH:22][CH:21]=2)[C:6]1=[O:17])[CH2:2][CH2:3][CH3:4]. The catalyst is C(OCC)(=O)C. The reactants are [CH2:1]([N:5]1[C:10](=[O:11])[C:9]2[CH:12]=[C:13]([CH2:15][CH3:16])[S:14][C:8]=2[NH:7][C:6]1=[O:17])[CH2:2][CH2:3][CH3:4].Br[CH2:19][C:20]1[CH:25]=[CH:24][C:23]([C:26]2[CH:31]=[CH:30][CH:29]=[CH:28][C:27]=2[C:32]2[N:36]=[C:35](C(Cl)(Cl)Cl)[O:34][N:33]=2)=[CH:22][CH:21]=1.CN(C)C=[O:44].[H-].[Na+].